Dataset: Full USPTO retrosynthesis dataset with 1.9M reactions from patents (1976-2016). Task: Predict the reactants needed to synthesize the given product. The reactants are: N[C:2]1[N:6]([CH3:7])[C:5]([CH3:8])=[N:4][C:3]=1[C:9]#[N:10].N(OC(C)(C)C)=O.C(Br)(Br)[Br:19]. Given the product [Br:19][C:2]1[N:6]([CH3:7])[C:5]([CH3:8])=[N:4][C:3]=1[C:9]#[N:10], predict the reactants needed to synthesize it.